From a dataset of Experimentally validated miRNA-target interactions with 360,000+ pairs, plus equal number of negative samples. Binary Classification. Given a miRNA mature sequence and a target amino acid sequence, predict their likelihood of interaction. (1) The miRNA is ath-miR160a-5p with sequence UGCCUGGCUCCCUGUAUGCCA. The protein sequence of the target gene is MAAAAPAAAAASSEAPAASATAEPEAGDQDSREVRVLQSLRGKICEAKNLLPYLGPHKMRDCFCTINLDQEEVYRTQVVEKSLSPFFSEEFYFEIPRTFQYLSFYVYDKNVLQRDLRIGKVAIKKEDLCNHSGKETWFSLQPVDSNSEVQGKVHLELKLNELITENGTVCQQLVVHIKACHGLPLINGQSCDPYATVSLVGPSRNDQKKTKVKKKTSNPQFNEIFYFEVTRSSSYTRKSQFQVEEEDIEKLEIRIDLWNNGNLVQDVFLGEIKVPVNVLRTDSSHQAWYLLQPRDNGNKS.... Result: 0 (no interaction). (2) The miRNA is mmu-miR-669a-3-3p with sequence ACAUAACAUACACACACAUGUAU. The protein sequence of the target gene is MIEPFGNQYIVARPVYSTNAFEENHKKTGRHHKTFLDHLKVCCSCSPQKAKRIVLSLFPIASWLPAYRLKEWLLSDIVSGISTGIVAVLQGLAFALLVDIPPVYGLYASFFPAIIYLFFGTSRHISVGPFPILSMMVGLAVSGAVSKAVPDRNATTLGLPNNSNNSSLLDDERVRVAAAASVTVLSGIIQLAFGILRIGFVVIYLSESLISGFTTAAAVHVLVSQLKFIFQLTVPSHTDPVSIFKVLYSVFSQIEKTNIADLVTALIVLLVVSIVKEINQRFKDKLPVPIPIEFIMTVIA.... Result: 0 (no interaction). (3) The miRNA is hsa-miR-4783-3p with sequence CCCCGGUGUUGGGGCGCGUCUGC. The protein sequence of the target gene is MSGGRFDFDDGGAYCGGWEGGKAHGHGLCTGPKGQGEYSGSWNFGFEVAGVYTWPSGNTFEGYWSQGKRHGLGIETKGRWLYKGEWTHGFKGRYGIRQSTNSGAKYEGTWNNGLQDGYGTETYADGGTYQGQFTNGMRHGYGVRQSVPYGMAVVVRSPLRTSLSSLRSEHSNGTVAPDSPAADGPTLPLPPVPRGGFALSLLATAEAARPPGLFTRGALLGRLRRSESRTSLGSQRSRLSFLKSELSSGASDAASTGSLAEGAEGPDDAAAPFDADIDATTTETYMGEWKNDKRSGFGVS.... Result: 0 (no interaction).